Task: Predict which catalyst facilitates the given reaction.. Dataset: Catalyst prediction with 721,799 reactions and 888 catalyst types from USPTO (1) Reactant: Br[C:2]1[S:3][C:4]([S:7][CH2:8][C:9]([NH:11][CH2:12][C@@H:13]2[O:18][CH2:17][CH2:16][N:15]([CH2:19][C:20]3[CH:25]=[CH:24][C:23]([Cl:26])=[C:22]([Cl:27])[CH:21]=3)[CH2:14]2)=[O:10])=[CH:5][CH:6]=1.[N:28]1[CH:33]=[CH:32][C:31](B(O)O)=[CH:30][CH:29]=1.C(=O)([O-])O.[Na+]. Product: [Cl:27][C:22]1[CH:21]=[C:20]([CH:25]=[CH:24][C:23]=1[Cl:26])[CH2:19][N:15]1[CH2:16][CH2:17][O:18][C@@H:13]([CH2:12][NH:11][C:9](=[O:10])[CH2:8][S:7][C:4]2[S:3][C:2]([C:31]3[CH:32]=[CH:33][N:28]=[CH:29][CH:30]=3)=[CH:6][CH:5]=2)[CH2:14]1. The catalyst class is: 149. (2) Reactant: [CH:1]([O:4][C:5]([N:7]1[CH2:12][CH2:11][CH:10]([O:13][N:14]=[C:15]2[CH2:20][CH2:19][N:18]([C:21]3[CH:26]=[C:25]([F:27])[C:24]([CH2:28][NH2:29])=[CH:23][C:22]=3[F:30])[CH2:17][CH2:16]2)[CH2:9][CH2:8]1)=[O:6])([CH3:3])[CH3:2].[S:31]([NH2:35])(N)(=[O:33])=[O:32].[CH3:36][OH:37]. Product: [CH:1]([O:4][C:5]([N:7]1[CH2:12][CH2:11][CH:10]([O:13][N:14]=[C:15]2[CH2:16][CH2:17][N:18]([C:21]3[CH:26]=[C:25]([F:27])[C:24]([CH2:28][NH:29][C:36]([N:35]=[S:31](=[O:33])=[O:32])=[O:37])=[CH:23][C:22]=3[F:30])[CH2:19][CH2:20]2)[CH2:9][CH2:8]1)=[O:6])([CH3:3])[CH3:2]. The catalyst class is: 6.